Dataset: Reaction yield outcomes from USPTO patents with 853,638 reactions. Task: Predict the reaction yield, written as a fraction of the theoretical maximum amount of product (1.0 means a 100% yield; for example, 0.34 means a 34% yield). (1) The reactants are [C:1]([N:8]1[CH2:15][CH2:14][CH2:13][C@@H:9]1[C:10](O)=O)([O:3][C:4]([CH3:7])([CH3:6])[CH3:5])=[O:2].C([N:18](CC)CC)C.C(OC(Cl)=O)C(C)C.N.FC(F)(F)C(OC(=O)C(F)(F)F)=O. The catalyst is ClCCl.CO.C1COCC1.CCOC(C)=O. The product is [C:10]([C@H:9]1[CH2:13][CH2:14][CH2:15][N:8]1[C:1]([O:3][C:4]([CH3:7])([CH3:6])[CH3:5])=[O:2])#[N:18]. The yield is 0.440. (2) The reactants are [Cl:1][C:2]1[CH:3]=[N:4][CH:5]=[C:6]([Cl:21])[C:7]=1[CH2:8][CH:9]([C:11]1[CH:16]=[CH:15][C:14]([O:17][CH3:18])=[C:13]([O:19][CH3:20])[CH:12]=1)[OH:10].[CH3:22][O:23][C:24]1[CH:25]=[C:26]2[C:31](=[CH:32][CH:33]=1)[CH:30]=[C:29]([C@@H:34]([CH3:38])[C:35](O)=[O:36])[CH:28]=[CH:27]2.C(Cl)CCl.O. The catalyst is CN(C1C=CN=CC=1)C.CN(C=O)C. The product is [CH3:22][O:23][C:24]1[CH:25]=[C:26]2[C:31](=[CH:32][CH:33]=1)[CH:30]=[C:29]([CH:34]([CH3:38])[C:35]([O:10][C@@H:9]([C:11]1[CH:16]=[CH:15][C:14]([O:17][CH3:18])=[C:13]([O:19][CH3:20])[CH:12]=1)[CH2:8][C:7]1[C:2]([Cl:1])=[CH:3][N:4]=[CH:5][C:6]=1[Cl:21])=[O:36])[CH:28]=[CH:27]2. The yield is 0.990. (3) The reactants are Br[CH2:2][CH2:3][CH2:4][CH2:5][C:6]([NH:8][C:9]1[CH:18]=[CH:17][CH:16]=[C:15]([Cl:19])[C:10]=1[C:11]([O:13][CH3:14])=[O:12])=[O:7].[N:20]1([C:26]2[CH:35]=[CH:34][C:33]3[C:28](=[CH:29][CH:30]=[CH:31][CH:32]=3)[N:27]=2)[CH2:25][CH2:24][NH:23][CH2:22][CH2:21]1.C(N(CC)CC)C. The catalyst is C1(C)C=CC=CC=1. The product is [Cl:19][C:15]1[CH:16]=[CH:17][CH:18]=[C:9]([NH:8][C:6](=[O:7])[CH2:5][CH2:4][CH2:3][CH2:2][N:23]2[CH2:24][CH2:25][N:20]([C:26]3[CH:35]=[CH:34][C:33]4[C:28](=[CH:29][CH:30]=[CH:31][CH:32]=4)[N:27]=3)[CH2:21][CH2:22]2)[C:10]=1[C:11]([O:13][CH3:14])=[O:12]. The yield is 0.640. (4) The reactants are [CH2:1]([O:8][C:9]1[CH:18]=[C:17]2[C:12]([C:13](Cl)=[N:14][CH:15]=[N:16]2)=[CH:11][C:10]=1[O:20][CH3:21])[C:2]1[CH:7]=[CH:6][CH:5]=[CH:4][CH:3]=1.[Cl:22][C:23]1[CH:29]=[C:28]([F:30])[C:26]([NH2:27])=[C:25]([F:31])[CH:24]=1.[H-].[Na+]. The catalyst is CN(C=O)C. The product is [CH2:1]([O:8][C:9]1[CH:18]=[C:17]2[C:12]([C:13]([NH:27][C:26]3[C:28]([F:30])=[CH:29][C:23]([Cl:22])=[CH:24][C:25]=3[F:31])=[N:14][CH:15]=[N:16]2)=[CH:11][C:10]=1[O:20][CH3:21])[C:2]1[CH:7]=[CH:6][CH:5]=[CH:4][CH:3]=1. The yield is 0.740. (5) The reactants are C([N:8](CC1C=CC=CC=1)[CH:9]1[CH2:13][CH:12]([C:14]2[N:18]3[C:19]4[CH:25]=[CH:24][N:23]([CH2:26][O:27][CH2:28][CH2:29][Si:30]([CH3:33])([CH3:32])[CH3:31])[C:20]=4[N:21]=[CH:22][C:17]3=[N:16][CH:15]=2)[CH:11]([CH3:34])[CH2:10]1)C1C=CC=CC=1.[H][H]. The catalyst is C(O)C(F)(F)F.[OH-].[OH-].[Pd+2]. The product is [CH3:34][CH:11]1[CH:12]([C:14]2[N:18]3[C:19]4[CH:25]=[CH:24][N:23]([CH2:26][O:27][CH2:28][CH2:29][Si:30]([CH3:33])([CH3:32])[CH3:31])[C:20]=4[N:21]=[CH:22][C:17]3=[N:16][CH:15]=2)[CH2:13][CH:9]([NH2:8])[CH2:10]1. The yield is 0.980. (6) The reactants are [CH2:1]([O:3][C:4]([CH2:6][NH:7][C:8]([C:10]([NH:12][CH2:13][C:14](=O)[CH3:15])=[O:11])=[O:9])=[O:5])[CH3:2].FC(F)(F)C(O)=O.FC(F)(F)C(OC(=O)C(F)(F)F)=O. The catalyst is C(O)(=O)C. The product is [CH2:1]([O:3][C:4]([CH2:6][N:7]1[C:14]([CH3:15])=[CH:13][N:12]=[C:10]([OH:11])[C:8]1=[O:9])=[O:5])[CH3:2]. The yield is 0.770.